This data is from Full USPTO retrosynthesis dataset with 1.9M reactions from patents (1976-2016). The task is: Predict the reactants needed to synthesize the given product. (1) Given the product [CH3:13][CH:14]1[CH2:19][CH2:18][N:17]([C:2]2[CH:7]=[CH:6][C:5]([CH2:8][OH:9])=[CH:4][C:3]=2[N+:10]([O-:12])=[O:11])[CH2:16][CH2:15]1, predict the reactants needed to synthesize it. The reactants are: F[C:2]1[CH:7]=[CH:6][C:5]([CH2:8][OH:9])=[CH:4][C:3]=1[N+:10]([O-:12])=[O:11].[CH3:13][CH:14]1[CH2:19][CH2:18][NH:17][CH2:16][CH2:15]1.N1CCOCC1. (2) Given the product [C:1]([C:3]1[CH:11]=[CH:10][CH:9]=[C:8]2[C:4]=1[CH:5]=[CH:6][N:7]2[CH2:18][CH2:17][CH2:16][C:15]([O:14][CH2:12][CH3:13])=[O:20])#[N:2], predict the reactants needed to synthesize it. The reactants are: [C:1]([C:3]1[CH:11]=[CH:10][CH:9]=[C:8]2[C:4]=1[CH:5]=[CH:6][NH:7]2)#[N:2].[CH2:12]([O:14][C:15](=[O:20])[CH2:16][CH2:17][CH2:18]Br)[CH3:13].C(=O)([O-])[O-].[Cs+].[Cs+]. (3) Given the product [Cl:23][C:4]1[CH:3]=[C:2]([C:27]#[C:26][Si:25]([CH3:42])([CH3:41])[CH3:24])[CH:7]=[C:6]([O:8][CH3:9])[C:5]=1[CH:10]1[C:20](=[O:21])[CH2:19][C:13]2([CH2:18][CH2:17][O:16][CH2:15][CH2:14]2)[CH2:12][C:11]1=[O:22], predict the reactants needed to synthesize it. The reactants are: Br[C:2]1[CH:7]=[C:6]([O:8][CH3:9])[C:5]([CH:10]2[C:20](=[O:21])[CH2:19][C:13]3([CH2:18][CH2:17][O:16][CH2:15][CH2:14]3)[CH2:12][C:11]2=[O:22])=[C:4]([Cl:23])[CH:3]=1.[CH3:24][Si:25]([CH3:42])([CH3:41])[C:26]#[C:27][Sn](CCCC)(CCCC)CCCC.